This data is from Forward reaction prediction with 1.9M reactions from USPTO patents (1976-2016). The task is: Predict the product of the given reaction. (1) Given the reactants C1C=CC(P(C2C=CC=CC=2)C2C=CC=CC=2)=CC=1.[C:20]([Cl:24])(Cl)(Cl)Cl.O[CH2:26][CH:27]1[CH2:32][CH2:31][CH2:30][N:29]([CH2:33][CH2:34][NH:35][C:36]2[C:49]3[C:48](=[O:50])[C:47]4[C:42](=[CH:43][CH:44]=[CH:45][CH:46]=4)[C:41](=[O:51])[C:40]=3[C:39]([NH:52][CH2:53][CH2:54][N:55]3[CH2:60][CH2:59][CH2:58][CH:57](CO)[CH2:56]3)=[CH:38][CH:37]=2)[CH2:28]1.[ClH:63].P(C1C=CC=CC=1)(C1C=CC=CC=1)(C1C=CC=CC=1)=O, predict the reaction product. The product is: [Cl:63][CH2:26][CH:27]1[CH2:32][CH2:31][CH2:30][N:29]([CH2:33][CH2:34][NH:35][C:36]2[C:49]3[C:48](=[O:50])[C:47]4[C:42](=[CH:43][CH:44]=[CH:45][CH:46]=4)[C:41](=[O:51])[C:40]=3[C:39]([NH:52][CH2:53][CH2:54][N:55]3[CH2:60][CH2:59][CH2:58][CH:57]([CH2:20][Cl:24])[CH2:56]3)=[CH:38][CH:37]=2)[CH2:28]1. (2) Given the reactants [CH3:1][O:2][CH2:3][CH2:4][C:5]1([C:11]([O:13][C:14]([CH3:17])([CH3:16])[CH3:15])=[O:12])SCCCS1.BrN1C(=[O:24])CCC1=O, predict the reaction product. The product is: [CH3:1][O:2][CH2:3][CH2:4][C:5](=[O:24])[C:11]([O:13][C:14]([CH3:17])([CH3:16])[CH3:15])=[O:12]. (3) Given the reactants Cl.[NH2:2][CH2:3][C@@H:4]1[O:8][C:7](=[O:9])[N:6]([C:10]2[CH:15]=[CH:14][C:13]([N:16]3[CH2:21][CH2:20][O:19][CH2:18][C:17]3=[O:22])=[CH:12][CH:11]=2)[CH2:5]1.C(=O)([O-])[O-].[K+].[K+], predict the reaction product. The product is: [NH2:2][CH2:3][C@@H:4]1[O:8][C:7](=[O:9])[N:6]([C:10]2[CH:15]=[CH:14][C:13]([N:16]3[CH2:21][CH2:20][O:19][CH2:18][C:17]3=[O:22])=[CH:12][CH:11]=2)[CH2:5]1. (4) The product is: [Br:1][C:2]1[CH:7]=[C:6]([F:8])[C:5]([F:9])=[CH:4][C:3]=1[CH2:10][CH2:18][NH:19][CH2:20][CH3:21]. Given the reactants [Br:1][C:2]1[CH:7]=[C:6]([F:8])[C:5]([F:9])=[CH:4][C:3]=1[CH2:10]Cl.C(=O)([O-])[O-].[Cs+].[Cs+].[CH3:18][NH:19][CH2:20][CH3:21], predict the reaction product. (5) Given the reactants [F:1][C:2]1[CH:3]=[C:4]([C:8]2([CH2:14][CH2:15][N:16]3[C@H:21]4[CH2:22][CH2:23][C@@H:17]3[CH2:18][CH:19]([N:24]3[C:28]5[CH:29]=[CH:30][CH:31]=[CH:32][C:27]=5[N:26]=[C:25]3[CH3:33])[CH2:20]4)[CH2:13][CH2:12][NH:11][CH2:10][CH2:9]2)[CH:5]=[CH:6][CH:7]=1.[Cl:34][C:35]1[CH:43]=[C:42]([F:44])[C:41]([S:45]([NH:48][CH3:49])(=[O:47])=[O:46])=[CH:40][C:36]=1[C:37](O)=[O:38], predict the reaction product. The product is: [Cl:34][C:35]1[C:36]([C:37]([N:11]2[CH2:10][CH2:9][C:8]([C:4]3[CH:5]=[CH:6][CH:7]=[C:2]([F:1])[CH:3]=3)([CH2:14][CH2:15][N:16]3[C@H:21]4[CH2:22][CH2:23][C@@H:17]3[CH2:18][CH:19]([N:24]3[C:28]5[CH:29]=[CH:30][CH:31]=[CH:32][C:27]=5[N:26]=[C:25]3[CH3:33])[CH2:20]4)[CH2:13][CH2:12]2)=[O:38])=[CH:40][C:41]([S:45]([NH:48][CH3:49])(=[O:46])=[O:47])=[C:42]([F:44])[CH:43]=1. (6) Given the reactants [C:1]([O:5][C:6](=[O:38])[C:7]1[CH:8]=[C:9]([CH:13]=[CH:14][C:15]=1[O:16][CH2:17][CH2:18][CH2:19][CH2:20][CH2:21][CH2:22][CH2:23][CH2:24][CH2:25][CH2:26][CH2:27][CH2:28][CH2:29][CH2:30][C:31]([O:33][C:34]([CH3:37])([CH3:36])[CH3:35])=[O:32])[C:10]([OH:12])=[O:11])([CH3:4])([CH3:3])[CH3:2].CCN(C(C)C)C(C)C.[B-](F)(F)(F)F.CN(C(O[N:61]1[C:66](=[O:67])[CH2:65][CH2:64][C:62]1=[O:63])=[N+](C)C)C, predict the reaction product. The product is: [O:63]=[C:62]1[CH2:64][CH2:65][C:66](=[O:67])[N:61]1[O:11][C:10](=[O:12])[C:9]1[CH:13]=[CH:14][C:15]([O:16][CH2:17][CH2:18][CH2:19][CH2:20][CH2:21][CH2:22][CH2:23][CH2:24][CH2:25][CH2:26][CH2:27][CH2:28][CH2:29][CH2:30][C:31]([O:33][C:34]([CH3:37])([CH3:36])[CH3:35])=[O:32])=[C:7]([C:6]([O:5][C:1]([CH3:4])([CH3:3])[CH3:2])=[O:38])[CH:8]=1. (7) Given the reactants [CH2:1]([O:8][CH2:9][C:10]([CH3:29])([CH3:28])[C:11](=O)[CH2:12][C:13]1[CH:18]=[CH:17][C:16]([O:19][CH3:20])=[C:15]([O:21][CH2:22][CH2:23][CH2:24][O:25][CH3:26])[CH:14]=1)[C:2]1[CH:7]=[CH:6][CH:5]=[CH:4][CH:3]=1.C([O-])(=O)C.[NH4+].[BH3-]C#[N:37].[Na+], predict the reaction product. The product is: [CH2:1]([O:8][CH2:9][C:10]([CH3:29])([CH3:28])[CH:11]([NH2:37])[CH2:12][C:13]1[CH:18]=[CH:17][C:16]([O:19][CH3:20])=[C:15]([O:21][CH2:22][CH2:23][CH2:24][O:25][CH3:26])[CH:14]=1)[C:2]1[CH:7]=[CH:6][CH:5]=[CH:4][CH:3]=1. (8) Given the reactants [Br:1][C:2]1[S:6][C:5]([NH:7][C:8](=[O:14])[O:9][C:10]([CH3:13])([CH3:12])[CH3:11])=[N:4][C:3]=1[CH2:15][O:16][CH3:17].C([O-])([O-])=O.[Cs+].[Cs+].[F:24][C:25]([C:28]1[N:33]=[CH:32][C:31]([CH2:34][C@H:35]2[CH2:39]OS(=O)[N:36]2[C:41]([O:43][C:44]([CH3:47])([CH3:46])[CH3:45])=[O:42])=[CH:30][CH:29]=1)([F:27])[CH3:26], predict the reaction product. The product is: [Br:1][C:2]1[S:6][C:5]([N:7]([CH2:39][C@@H:35]([NH:36][C:41]([O:43][C:44]([CH3:45])([CH3:47])[CH3:46])=[O:42])[CH2:34][C:31]2[CH:32]=[N:33][C:28]([C:25]([F:27])([F:24])[CH3:26])=[CH:29][CH:30]=2)[C:8](=[O:14])[O:9][C:10]([CH3:13])([CH3:12])[CH3:11])=[N:4][C:3]=1[CH2:15][O:16][CH3:17]. (9) The product is: [F:1][C:2]1[CH:7]=[CH:6][C:5]([C@@H:8]2[N:17]([C:18]([O:19][C:20]([CH3:23])([CH3:22])[CH3:21])=[O:24])[CH2:16][CH2:15][N:10]3[C:11](=[O:14])[CH2:12][CH2:13][C@@H:9]23)=[C:4]([CH3:26])[CH:3]=1. Given the reactants [F:1][C:2]1[CH:7]=[CH:6][C:5]([C@@H:8](O)[C@@H:9]2[CH2:13][CH2:12][C:11](=[O:14])[N:10]2[CH2:15][CH2:16][NH:17][C:18](=[O:24])[O:19][C:20]([CH3:23])([CH3:22])[CH3:21])=[C:4]([CH3:26])[CH:3]=1.CCN(CC)CC.CS(Cl)(=O)=O.N#N, predict the reaction product. (10) Given the reactants [NH2:1][C:2]1[CH:3]=[C:4]([CH:17]=[CH:18][C:19]=1[CH3:20])[CH2:5][C:6]1[N:7]=[CH:8][N:9]([S:11]([N:14]([CH3:16])[CH3:15])(=[O:13])=[O:12])[CH:10]=1.[CH2:21]([S:23](Cl)(=[O:25])=[O:24])[CH3:22], predict the reaction product. The product is: [CH2:21]([S:23]([NH:1][C:2]1[CH:3]=[C:4]([CH:17]=[CH:18][C:19]=1[CH3:20])[CH2:5][C:6]1[N:7]=[CH:8][N:9]([S:11]([N:14]([CH3:15])[CH3:16])(=[O:12])=[O:13])[CH:10]=1)(=[O:25])=[O:24])[CH3:22].